This data is from Reaction yield outcomes from USPTO patents with 853,638 reactions. The task is: Predict the reaction yield, written as a fraction of the theoretical maximum amount of product (1.0 means a 100% yield; for example, 0.34 means a 34% yield). The reactants are [Cl:1][C:2]1[C:8]([O:9][CH3:10])=[CH:7][C:5]([NH2:6])=[C:4]([CH:11]2[CH2:13][CH2:12]2)[CH:3]=1.C(N(CC)CC)C.[CH3:21][S:22](Cl)(=[O:24])=[O:23]. The catalyst is O1CCCC1. The product is [Cl:1][C:2]1[C:8]([O:9][CH3:10])=[CH:7][C:5]([N:6]([S:22]([CH3:21])(=[O:24])=[O:23])[S:22]([CH3:21])(=[O:24])=[O:23])=[C:4]([CH:11]2[CH2:12][CH2:13]2)[CH:3]=1. The yield is 0.800.